This data is from Reaction yield outcomes from USPTO patents with 853,638 reactions. The task is: Predict the reaction yield, written as a fraction of the theoretical maximum amount of product (1.0 means a 100% yield; for example, 0.34 means a 34% yield). (1) The yield is 0.620. The reactants are [N:1]([CH2:4][C:5]1[CH:14]=[N:13][C:12]2[C:11]([N:15]3[CH2:20][CH2:19][O:18][CH2:17][CH2:16]3)=[N:10][C:9]([C:21]3[CH:26]=[CH:25][CH:24]=[C:23]([O:27]COC)[CH:22]=3)=[N:8][C:7]=2[CH:6]=1)=[N+:2]=[N-:3].[F-:31].[F-].[F-].C(N(SN([CH2:43][CH3:44])CC)CC)C.[C:45]([O-])(O)=O.[Na+]. The product is [F:31][CH2:45][C:43]1[N:3]=[N:2][N:1]([CH2:4][C:5]2[CH:14]=[N:13][C:12]3[C:11]([N:15]4[CH2:16][CH2:17][O:18][CH2:19][CH2:20]4)=[N:10][C:9]([C:21]4[CH:22]=[C:23]([OH:27])[CH:24]=[CH:25][CH:26]=4)=[N:8][C:7]=3[CH:6]=2)[CH:44]=1. The catalyst is ClCCl. (2) The reactants are [F:1][C:2]([F:19])([F:18])[C:3]1[N:8]=[C:7]([O:9][C:10]2[CH:17]=[CH:16][C:13]([CH:14]=O)=[CH:12][CH:11]=2)[CH:6]=[CH:5][CH:4]=1.[H-].[Na+].[CH2:22]1COCC1. The catalyst is [Br-].C[P+](C1C=CC=CC=1)(C1C=CC=CC=1)C1C=CC=CC=1. The product is [F:1][C:2]([F:19])([F:18])[C:3]1[CH:4]=[CH:5][CH:6]=[C:7]([O:9][C:10]2[CH:17]=[CH:16][C:13]([CH:14]=[CH2:22])=[CH:12][CH:11]=2)[N:8]=1. The yield is 0.604. (3) The reactants are C(O[CH:4](O)[C:5]([C:7]1[CH:8]=[C:9]([NH:13][S:14]([C:17]2[CH:22]=[CH:21][CH:20]=[CH:19][CH:18]=2)(=[O:16])=[O:15])[CH:10]=[CH:11][CH:12]=1)=[O:6])C.C(OC([NH:31][C:32]([CH3:50])([CH3:49])[CH2:33][CH2:34][N:35]1[C:43]2[CH:42]=[C:41]([C:44]([O:46][CH2:47][CH3:48])=[O:45])[N:40]=[CH:39][C:38]=2[N:37]=[CH:36]1)=O)(C)(C)C.[BH4-].[Na+].C(=O)([O-])[O-].[Na+].[Na+]. The catalyst is C(O)C.C(N(CC)CC)C. The product is [C:17]1([S:14]([NH:13][C:9]2[CH:8]=[C:7]([CH:5]([OH:6])[CH2:4][NH:31][C:32]([CH3:49])([CH3:50])[CH2:33][CH2:34][N:35]3[C:43]4[CH:42]=[C:41]([C:44]([O:46][CH2:47][CH3:48])=[O:45])[N:40]=[CH:39][C:38]=4[N:37]=[CH:36]3)[CH:12]=[CH:11][CH:10]=2)(=[O:15])=[O:16])[CH:18]=[CH:19][CH:20]=[CH:21][CH:22]=1. The yield is 0.240.